From a dataset of Full USPTO retrosynthesis dataset with 1.9M reactions from patents (1976-2016). Predict the reactants needed to synthesize the given product. (1) Given the product [C:65]([NH:69][C:8](=[O:9])[C:7]1[CH:11]=[CH:12][CH:13]=[C:5]([O:4][C:3]2[CH:14]=[CH:15][C:16]([NH:18][C:19]3[C:20]4[CH:28]=[C:27]([N:29]5[CH2:33][CH2:32][CH2:31][CH2:30]5)[N:26]=[CH:25][C:21]=4[N:22]=[CH:23][N:24]=3)=[CH:17][C:2]=2[CH3:1])[CH:6]=1)([CH3:68])([CH3:67])[CH3:66], predict the reactants needed to synthesize it. The reactants are: [CH3:1][C:2]1[CH:17]=[C:16]([NH:18][C:19]2[C:20]3[CH:28]=[C:27]([N:29]4[CH2:33][CH2:32][CH2:31][CH2:30]4)[N:26]=[CH:25][C:21]=3[N:22]=[CH:23][N:24]=2)[CH:15]=[CH:14][C:3]=1[O:4][C:5]1[CH:6]=[C:7]([CH:11]=[CH:12][CH:13]=1)[C:8](O)=[O:9].CN(C(ON1N=NC2C=CC=NC1=2)=[N+](C)C)C.F[P-](F)(F)(F)(F)F.CCN(CC)CC.[C:65]([NH2:69])([CH3:68])([CH3:67])[CH3:66]. (2) Given the product [Br:1][C:2]1[CH:8]=[CH:7][C:5]([NH:6][C:18](=[O:27])[CH2:19][CH2:20][C:21]2[CH:26]=[CH:25][CH:24]=[CH:23][CH:22]=2)=[C:4]([O:9][CH3:10])[CH:3]=1, predict the reactants needed to synthesize it. The reactants are: [Br:1][C:2]1[CH:8]=[CH:7][C:5]([NH2:6])=[C:4]([O:9][CH3:10])[CH:3]=1.C(N(CC)CC)C.[C:18](Cl)(=[O:27])[CH2:19][CH2:20][C:21]1[CH:26]=[CH:25][CH:24]=[CH:23][CH:22]=1. (3) Given the product [Cl:8][C:6]1[CH:7]=[C:2]([Br:1])[C:3]2[N:4]([CH:11]=[CH:12][N:9]=2)[CH:5]=1, predict the reactants needed to synthesize it. The reactants are: [Br:1][C:2]1[C:3]([NH2:9])=[N:4][CH:5]=[C:6]([Cl:8])[CH:7]=1.Cl[CH2:11][CH:12]=O. (4) Given the product [CH3:1][O:2][C:3]1[CH:8]=[C:7]([O:9][CH3:10])[CH:6]=[CH:5][C:4]=1[C:11]([N:13]1[CH2:20][CH:19]2[CH:15]([CH2:16][N:17]([C:22]3[CH:27]=[CH:26][CH:25]=[C:24]([CH3:28])[N:23]=3)[CH2:18]2)[CH2:14]1)=[O:12], predict the reactants needed to synthesize it. The reactants are: [CH3:1][O:2][C:3]1[CH:8]=[C:7]([O:9][CH3:10])[CH:6]=[CH:5][C:4]=1[C:11]([N:13]1[CH2:20][CH:19]2[CH:15]([CH2:16][NH:17][CH2:18]2)[CH2:14]1)=[O:12].Cl[C:22]1[CH:27]=[CH:26][CH:25]=[C:24]([CH3:28])[N:23]=1. (5) Given the product [N:32]1[CH:33]=[CH:34][C:29]([N:2]2[CH2:3][CH2:4][C:5]3([CH2:10][CH2:9][N:8]([C:11]([O:13][C:14]([CH3:17])([CH3:16])[CH3:15])=[O:12])[CH2:7][CH2:6]3)[CH2:1]2)=[CH:30][CH:31]=1, predict the reactants needed to synthesize it. The reactants are: [CH2:1]1[C:5]2([CH2:10][CH2:9][N:8]([C:11]([O:13][C:14]([CH3:17])([CH3:16])[CH3:15])=[O:12])[CH2:7][CH2:6]2)[CH2:4][CH2:3][NH:2]1.C(N(C(C)C)C(C)C)C.Cl.Cl[C:29]1[CH:34]=[CH:33][N:32]=[CH:31][CH:30]=1.C([O-])(O)=O.[Na+]. (6) Given the product [CH3:25][O:26][C:27](=[O:28])[CH2:29][CH2:30][S:31]([N:34]1[CH2:35][CH2:36][N:37]([CH2:16][C:13]2[S:12][C:11]([NH:10][C:8]([N:7]([CH:1]3[CH2:2][CH2:3][CH2:4][CH2:5][CH2:6]3)[C@H:18]3[CH2:19][CH2:20][C@H:21]([CH3:24])[CH2:22][CH2:23]3)=[O:9])=[N:15][CH:14]=2)[CH2:38][CH2:39]1)(=[O:32])=[O:33], predict the reactants needed to synthesize it. The reactants are: [CH:1]1([N:7]([C@H:18]2[CH2:23][CH2:22][C@H:21]([CH3:24])[CH2:20][CH2:19]2)[C:8]([NH:10][C:11]2[S:12][C:13]([CH:16]=O)=[CH:14][N:15]=2)=[O:9])[CH2:6][CH2:5][CH2:4][CH2:3][CH2:2]1.[CH3:25][O:26][C:27]([CH2:29][CH2:30][S:31]([N:34]1[CH2:39][CH2:38][NH2+:37][CH2:36][CH2:35]1)(=[O:33])=[O:32])=[O:28].[Cl-]. (7) Given the product [N:19]1[CH:14]=[CH:13][CH:12]=[CH:11][C:10]=1[CH2:9][CH2:8][N:1]1[CH2:5][CH2:4][CH2:3][C:2]1=[O:6], predict the reactants needed to synthesize it. The reactants are: [NH:1]1[CH2:5][CH2:4][CH2:3][C:2]1=[O:6].Br[CH2:8][CH2:9][C:10]1C=[CH:14][CH:13]=[CH:12][CH:11]=1.[H-].[Na+].C[N:19](C)C=O. (8) Given the product [C:1]([C:3]1[C:4]([N:17]2[CH2:18][CH2:19][CH:20]([C:23](=[O:24])[NH:38][S:35]([CH2:34][C:29]3[CH:30]=[CH:31][C:32]([F:33])=[C:27]([F:26])[CH:28]=3)(=[O:36])=[O:37])[CH2:21][CH2:22]2)=[N:5][C:6]([CH:14]([F:16])[F:15])=[C:7]([CH:8]=1)[C:9]([O:11][CH2:12][CH3:13])=[O:10])#[N:2], predict the reactants needed to synthesize it. The reactants are: [C:1]([C:3]1[C:4]([N:17]2[CH2:22][CH2:21][CH:20]([C:23](O)=[O:24])[CH2:19][CH2:18]2)=[N:5][C:6]([CH:14]([F:16])[F:15])=[C:7]([C:9]([O:11][CH2:12][CH3:13])=[O:10])[CH:8]=1)#[N:2].[F:26][C:27]1[CH:28]=[C:29]([CH2:34][S:35]([NH2:38])(=[O:37])=[O:36])[CH:30]=[CH:31][C:32]=1[F:33].